The task is: Predict which catalyst facilitates the given reaction.. This data is from Catalyst prediction with 721,799 reactions and 888 catalyst types from USPTO. (1) Reactant: [C:1]([C:3]1[CH:4]=[C:5]2[C:9](=[CH:10][CH:11]=1)[NH:8][C:7](=[O:12])[CH2:6]2)#[N:2].[H-].[Na+].[Cl:15][C:16]1[N:21]=[CH:20][C:19]([S:22]([N:25]([CH3:33])[CH2:26][CH2:27][N:28]2[CH2:32][CH2:31][CH2:30][CH2:29]2)(=[O:24])=[O:23])=[CH:18][CH:17]=1.C([O-])(O)=O.[Na+]. Product: [ClH:15].[C:1]([C:3]1[CH:4]=[C:5]2[C:9](=[CH:10][CH:11]=1)[NH:8][C:7]([OH:12])=[C:6]2[C:16]1[N:21]=[CH:20][C:19]([S:22]([N:25]([CH3:33])[CH2:26][CH2:27][N:28]2[CH2:32][CH2:31][CH2:30][CH2:29]2)(=[O:24])=[O:23])=[CH:18][CH:17]=1)#[N:2]. The catalyst class is: 9. (2) Reactant: Cl.[Cl:2][C:3]1[CH:8]=[CH:7][C:6]([O:9][CH2:10][CH:11]2[CH2:16][CH2:15][NH:14][CH2:13][CH2:12]2)=[CH:5][N:4]=1.[CH2:17]([C:19]1([CH2:22][CH3:23])[CH2:21][O:20]1)[CH3:18].C([O-])([O-])=O.[K+].[K+].O. Product: [Cl:2][C:3]1[N:4]=[CH:5][C:6]([O:9][CH2:10][CH:11]2[CH2:16][CH2:15][N:14]([CH2:21][C:19]([OH:20])([CH2:22][CH3:23])[CH2:17][CH3:18])[CH2:13][CH2:12]2)=[CH:7][CH:8]=1. The catalyst class is: 14. (3) Reactant: [CH2:1]([O:3][C:4]([C:6]1[NH:15][C:9]2=[N:10][CH:11]=[C:12]([CH3:14])[CH:13]=[C:8]2[CH:7]=1)=[O:5])[CH3:2].[C:16](O[C:16]([O:18][C:19]([CH3:22])([CH3:21])[CH3:20])=[O:17])([O:18][C:19]([CH3:22])([CH3:21])[CH3:20])=[O:17]. Product: [CH3:2][CH2:1][O:3][C:4]([C:6]1[N:15]([C:16]([O:18][C:19]([CH3:22])([CH3:21])[CH3:20])=[O:17])[C:9]2=[N:10][CH:11]=[C:12]([CH3:14])[CH:13]=[C:8]2[CH:7]=1)=[O:5]. The catalyst class is: 112. (4) Reactant: [C:1](Cl)(=O)[C:2]([Cl:4])=[O:3].[O:7]=[C:8]1[CH2:12][CH:11]([S:13]CC(O)=O)[CH2:10][O:9]1. Product: [O:7]=[C:8]1[CH2:12][CH:11]([S:13][CH2:1][C:2]([Cl:4])=[O:3])[CH2:10][O:9]1. The catalyst class is: 139. (5) Reactant: [Br:1][C:2]1[S:6][C:5]([CH:7]=O)=[CH:4][CH:3]=1.[N:9]([CH2:12][C:13]([O:15][CH2:16][CH3:17])=[O:14])=[N+:10]=[N-:11].C(O)C.[O-]CC.[Na+].[Cl-].[NH4+]. Product: [N:9]([C:12](=[CH:7][C:5]1[S:6][C:2]([Br:1])=[CH:3][CH:4]=1)[C:13]([O:15][CH2:16][CH3:17])=[O:14])=[N+:10]=[N-:11]. The catalyst class is: 40. (6) Reactant: [Br:1][C:2]1[CH:7]=[CH:6][C:5]([C@H:8]2[CH2:13][CH2:12][CH2:11][NH:10][CH2:9]2)=[CH:4][CH:3]=1.Cl[C:15]1[N:20]([CH3:21])[C:19](=[O:22])[CH:18]=[C:17]([C:23]2[CH:28]=[CH:27][N:26]=[CH:25][C:24]=2[F:29])[N:16]=1.C(N(CC)CC)C. Product: [Br:1][C:2]1[CH:3]=[CH:4][C:5]([C@H:8]2[CH2:13][CH2:12][CH2:11][N:10]([C:15]3[N:20]([CH3:21])[C:19](=[O:22])[CH:18]=[C:17]([C:23]4[CH:28]=[CH:27][N:26]=[CH:25][C:24]=4[F:29])[N:16]=3)[CH2:9]2)=[CH:6][CH:7]=1. The catalyst class is: 7. (7) Reactant: [C:1]([N:20]1[C:24]2[N:25]=[CH:26][CH:27]=[C:28]([C:29](O)=[O:30])[C:23]=2[CH:22]=[N:21]1)([C:14]1[CH:19]=[CH:18][CH:17]=[CH:16][CH:15]=1)([C:8]1[CH:13]=[CH:12][CH:11]=[CH:10][CH:9]=1)[C:2]1[CH:7]=[CH:6][CH:5]=[CH:4][CH:3]=1.C([N:34](CC)CC)C.[Cl-].[NH4+].CN(C(ON1N=NC2C=CC=CC1=2)=[N+](C)C)C.[B-](F)(F)(F)F. Product: [C:1]([N:20]1[C:24]2[N:25]=[CH:26][CH:27]=[C:28]([C:29]([NH2:34])=[O:30])[C:23]=2[CH:22]=[N:21]1)([C:8]1[CH:9]=[CH:10][CH:11]=[CH:12][CH:13]=1)([C:14]1[CH:15]=[CH:16][CH:17]=[CH:18][CH:19]=1)[C:2]1[CH:3]=[CH:4][CH:5]=[CH:6][CH:7]=1. The catalyst class is: 85. (8) Reactant: [CH3:1][C:2]1[CH:13]=[C:12]([N+:14]([O-])=O)[CH:11]=[CH:10][C:3]=1[CH2:4][NH:5][S:6]([CH3:9])(=[O:8])=[O:7]. Product: [NH2:14][C:12]1[CH:11]=[CH:10][C:3]([CH2:4][NH:5][S:6]([CH3:9])(=[O:8])=[O:7])=[C:2]([CH3:1])[CH:13]=1. The catalyst class is: 43.